This data is from Forward reaction prediction with 1.9M reactions from USPTO patents (1976-2016). The task is: Predict the product of the given reaction. (1) Given the reactants [N:1]1([CH2:7][CH2:8][NH2:9])[CH2:6][CH2:5][O:4][CH2:3][CH2:2]1.Cl[C:11]1[N:16]=[CH:15][C:14]2[C:17](=[C:22]3[C:30]4[C:25](=[CH:26][CH:27]=[C:28]([F:31])[CH:29]=4)[NH:24][C:23]3=[O:32])[O:18][CH:19]([CH2:20][CH3:21])[C:13]=2[C:12]=1[Cl:33].O, predict the reaction product. The product is: [Cl:33][C:12]1[C:13]2[CH:19]([CH2:20][CH3:21])[O:18][C:17](=[C:22]3[C:30]4[C:25](=[CH:26][CH:27]=[C:28]([F:31])[CH:29]=4)[NH:24][C:23]3=[O:32])[C:14]=2[CH:15]=[N:16][C:11]=1[NH:9][CH2:8][CH2:7][N:1]1[CH2:6][CH2:5][O:4][CH2:3][CH2:2]1. (2) Given the reactants [NH2:1][C:2]1[C:7]([C:8]2[N:17]([C:18]3[CH:23]=[CH:22][C:21]([C:24]4([NH:28][C:29](=[O:35])[O:30][C:31]([CH3:34])([CH3:33])[CH3:32])[CH2:27][CH2:26][CH2:25]4)=[CH:20][CH:19]=3)[C:11]3=[N:12][C:13](Cl)=[CH:14][CH:15]=[C:10]3[N:9]=2)=[CH:6][CH:5]=[CH:4][N:3]=1.[CH2:36]([O:43][CH2:44][C@@H:45]1[O:50][CH2:49][CH2:48][N:47]([C:51]2[CH:56]=[CH:55][CH:54]=[C:53](B3OC(C)(C)C(C)(C)O3)[CH:52]=2)[CH2:46]1)[C:37]1[CH:42]=[CH:41][CH:40]=[CH:39][CH:38]=1.[OH-].[Na+], predict the reaction product. The product is: [NH2:1][C:2]1[C:7]([C:8]2[N:17]([C:18]3[CH:23]=[CH:22][C:21]([C:24]4([NH:28][C:29](=[O:35])[O:30][C:31]([CH3:34])([CH3:33])[CH3:32])[CH2:27][CH2:26][CH2:25]4)=[CH:20][CH:19]=3)[C:11]3=[N:12][C:13]([C:55]4[CH:54]=[CH:53][CH:52]=[C:51]([N:47]5[CH2:48][CH2:49][O:50][C@@H:45]([CH2:44][O:43][CH2:36][C:37]6[CH:42]=[CH:41][CH:40]=[CH:39][CH:38]=6)[CH2:46]5)[CH:56]=4)=[CH:14][CH:15]=[C:10]3[N:9]=2)=[CH:6][CH:5]=[CH:4][N:3]=1. (3) Given the reactants [CH3:1][CH:2]1[CH2:7][CH2:6][N:5]([C:8]([C:10]2[CH:18]=[CH:17][C:16]3[NH:15][C:14]4[CH2:19][CH2:20][N:21]([C:23]([O:25][C:26]([CH3:29])([CH3:28])[CH3:27])=[O:24])[CH2:22][C:13]=4[C:12]=3[CH:11]=2)=[O:9])[CH2:4][CH2:3]1.[CH3:30][N:31]([CH3:35])[C:32](Cl)=[O:33], predict the reaction product. The product is: [CH3:30][N:31]([CH3:35])[C:32]([N:15]1[C:16]2[CH:17]=[CH:18][C:10]([C:8]([N:5]3[CH2:6][CH2:7][CH:2]([CH3:1])[CH2:3][CH2:4]3)=[O:9])=[CH:11][C:12]=2[C:13]2[CH2:22][N:21]([C:23]([O:25][C:26]([CH3:28])([CH3:27])[CH3:29])=[O:24])[CH2:20][CH2:19][C:14]1=2)=[O:33]. (4) Given the reactants [C:1]([O:5][C:6]([N:8]([C:21]([O:23][C:24]([CH3:27])([CH3:26])[CH3:25])=[O:22])[C:9]1[S:10][C:11]([C:16]([O:18][CH2:19][CH3:20])=[O:17])=[C:12]([CH:14]=[O:15])[N:13]=1)=[O:7])([CH3:4])([CH3:3])[CH3:2].[CH2:28]([Mg]Br)[CH3:29], predict the reaction product. The product is: [C:1]([O:5][C:6]([N:8]([C:21]([O:23][C:24]([CH3:26])([CH3:25])[CH3:27])=[O:22])[C:9]1[S:10][C:11]([C:16]([O:18][CH2:19][CH3:20])=[O:17])=[C:12]([CH:14]([OH:15])[CH2:28][CH3:29])[N:13]=1)=[O:7])([CH3:4])([CH3:2])[CH3:3]. (5) Given the reactants Br.[NH2:2][C:3]1[CH:8]=[C:7]([CH:9](Br)[C:10]([C:12]2[CH:17]=[CH:16][CH:15]=[C:14]([CH3:18])[CH:13]=2)=O)[CH:6]=[CH:5][N:4]=1.[C:20]([NH2:24])(=[S:23])[CH2:21][CH3:22], predict the reaction product. The product is: [CH2:21]([C:20]1[S:23][C:9]([C:7]2[CH:6]=[CH:5][N:4]=[C:3]([NH2:2])[CH:8]=2)=[C:10]([C:12]2[CH:17]=[CH:16][CH:15]=[C:14]([CH3:18])[CH:13]=2)[N:24]=1)[CH3:22]. (6) Given the reactants [CH2:1]([C:3]1[C:8](=[O:9])[NH:7][C:6]([CH3:10])=[C:5]([C:11]2[O:15][C:14]([S:16]([Cl:19])(=[O:18])=[O:17])=[CH:13][CH:12]=2)[CH:4]=1)[CH3:2].[N:20]1[CH:25]=[CH:24][CH:23]=[C:22]([CH2:26][NH2:27])[CH:21]=1, predict the reaction product. The product is: [ClH:19].[N:20]1[CH:25]=[CH:24][CH:23]=[C:22]([CH2:26][NH:27][S:16]([C:14]2[O:15][C:11]([C:5]3[CH:4]=[C:3]([CH2:1][CH3:2])[C:8](=[O:9])[NH:7][C:6]=3[CH3:10])=[CH:12][CH:13]=2)(=[O:18])=[O:17])[CH:21]=1. (7) Given the reactants C(=O)([O-])[O-].[K+].[K+].[CH2:7]([O:14][C:15]([N:17]1[CH2:22][CH2:21][NH:20][C@@H:19]([CH3:23])[CH2:18]1)=[O:16])[C:8]1[CH:13]=[CH:12][CH:11]=[CH:10][CH:9]=1.[CH:24](I)([CH3:26])[CH3:25], predict the reaction product. The product is: [CH:24]([N:20]1[CH2:21][CH2:22][N:17]([C:15]([O:14][CH2:7][C:8]2[CH:9]=[CH:10][CH:11]=[CH:12][CH:13]=2)=[O:16])[CH2:18][CH:19]1[CH3:23])([CH3:26])[CH3:25].